From a dataset of Catalyst prediction with 721,799 reactions and 888 catalyst types from USPTO. Predict which catalyst facilitates the given reaction. (1) Reactant: [O:1]1[CH2:6][CH2:5][CH:4]([O:7][C:8]2[N:9]([C:18]3[CH:23]=[CH:22][C:21]([O:24][CH2:25][C:26]([F:29])([F:28])[F:27])=[CH:20][CH:19]=3)[C:10](=[O:17])[C:11]3[CH:16]=[CH:15][NH:14][C:12]=3[N:13]=2)[CH2:3][CH2:2]1.BrBr.S([O-])([O-])(=[O:34])=S.[Na+].[Na+]. Product: [O:1]1[CH2:6][CH2:5][CH:4]([O:7][C:8]2[N:9]([C:18]3[CH:19]=[CH:20][C:21]([O:24][CH2:25][C:26]([F:29])([F:27])[F:28])=[CH:22][CH:23]=3)[C:10](=[O:17])[C:11]3[CH2:16][C:15](=[O:34])[NH:14][C:12]=3[N:13]=2)[CH2:3][CH2:2]1. The catalyst class is: 664. (2) Product: [F:1][C:2]1[CH:25]=[C:24]([N+:26]([O-:28])=[O:27])[CH:23]=[CH:22][C:3]=1[O:4][C:5]1[CH:10]=[CH:9][N:8]=[C:7]2[CH:11]=[C:12]([C:14]3[CH:15]=[N:16][N:17]([CH2:19][CH2:20][N:34]([CH3:33])[CH2:35][CH2:36][OH:37])[CH:18]=3)[S:13][C:6]=12. The catalyst class is: 326. Reactant: [F:1][C:2]1[CH:25]=[C:24]([N+:26]([O-:28])=[O:27])[CH:23]=[CH:22][C:3]=1[O:4][C:5]1[CH:10]=[CH:9][N:8]=[C:7]2[CH:11]=[C:12]([C:14]3[CH:15]=[N:16][N:17]([CH2:19][CH:20]=O)[CH:18]=3)[S:13][C:6]=12.CC(O)=O.[CH3:33][NH:34][CH2:35][CH2:36][OH:37].C(O[BH-](OC(=O)C)OC(=O)C)(=O)C.[Na+]. (3) Product: [F:1][C:2]1[CH:3]=[CH:4][C:5]([CH2:6][C:7]2[N:8]=[C:9]([NH:36][CH3:35])[C:10]3[CH2:16][CH2:15][N:14]([C:17]([O:19][C:20]([CH3:23])([CH3:22])[CH3:21])=[O:18])[CH2:13][CH2:12][C:11]=3[N:24]=2)=[CH:33][CH:34]=1. The catalyst class is: 44. Reactant: [F:1][C:2]1[CH:34]=[CH:33][C:5]([CH2:6][C:7]2[N:8]=[C:9](OS(C(F)(F)F)(=O)=O)[C:10]3[CH2:16][CH2:15][N:14]([C:17]([O:19][C:20]([CH3:23])([CH3:22])[CH3:21])=[O:18])[CH2:13][CH2:12][C:11]=3[N:24]=2)=[CH:4][CH:3]=1.[CH3:35][NH2:36].C1COCC1. (4) Reactant: [CH3:1][Si:2]([CH3:8])([CH3:7])[O:3][CH2:4][C:5]#[CH:6].C([Li])CCC.Cl[C:15]([O:17][CH2:18][CH3:19])=[O:16]. Product: [CH3:1][Si:2]([CH3:8])([CH3:7])[O:3][CH2:4][C:5]#[C:6][C:15]([O:17][CH2:18][CH3:19])=[O:16]. The catalyst class is: 7.